Predict the product of the given reaction. From a dataset of Forward reaction prediction with 1.9M reactions from USPTO patents (1976-2016). Given the reactants CCOC(/N=N/C(OCC)=O)=O.C1(C)C=CC=CC=1.[I:20][C:21]1[CH:26]=[CH:25][C:24]([OH:27])=[CH:23][CH:22]=1.[O:28]1[CH2:33][CH2:32][N:31]([CH2:34][CH2:35]O)[CH2:30][CH2:29]1.C1(P(C2C=CC=CC=2)C2C=CC=CC=2)C=CC=CC=1, predict the reaction product. The product is: [I:20][C:21]1[CH:26]=[CH:25][C:24]([O:27][CH2:35][CH2:34][N:31]2[CH2:32][CH2:33][O:28][CH2:29][CH2:30]2)=[CH:23][CH:22]=1.